Dataset: Catalyst prediction with 721,799 reactions and 888 catalyst types from USPTO. Task: Predict which catalyst facilitates the given reaction. (1) Reactant: [H-].[H-].[H-].[H-].[Li+].[Al+3].C[O:8][C:9](=O)[C:10]1[C:15]([O:16][CH3:17])=[CH:14][C:13]([C:18]2[C:23]([CH2:24][CH3:25])=[CH:22][CH:21]=[CH:20][C:19]=2[CH2:26][CH3:27])=[N:12][C:11]=1[CH3:28]. Product: [CH2:26]([C:19]1[CH:20]=[CH:21][CH:22]=[C:23]([CH2:24][CH3:25])[C:18]=1[C:13]1[N:12]=[C:11]([CH3:28])[C:10]([CH2:9][OH:8])=[C:15]([O:16][CH3:17])[CH:14]=1)[CH3:27]. The catalyst class is: 1. (2) Reactant: [C:1]([C:6]1[C:14]2[C:9](=[CH:10][CH:11]=[C:12]([NH:15][CH:16]=O)[CH:13]=2)[N:8]([CH3:18])[CH:7]=1)(=[O:5])[CH:2]([CH3:4])[CH3:3].[H-].[Na+].[Cl:21][C:22]1[CH:27]=[CH:26][N:25]=C(S(C)(=O)=O)[N:23]=1.[OH-].[Na+]. Product: [Cl:21][C:22]1[CH:27]=[CH:26][N:25]=[C:16]([NH:15][C:12]2[CH:13]=[C:14]3[C:9](=[CH:10][CH:11]=2)[N:8]([CH3:18])[CH:7]=[C:6]3[C:1](=[O:5])[CH:2]([CH3:4])[CH3:3])[N:23]=1. The catalyst class is: 118. (3) Reactant: C([NH:4][C:5]1[CH:10]=[C:9]([C:11]2[CH:16]=[CH:15][C:14]([I:17])=[C:13]([F:18])[C:12]=2[CH3:19])[N:8]=[C:7]([C:20]([O:22][CH3:23])=[O:21])[C:6]=1[Cl:24])(=O)C.C(Cl)(=O)C. Product: [NH2:4][C:5]1[CH:10]=[C:9]([C:11]2[CH:16]=[CH:15][C:14]([I:17])=[C:13]([F:18])[C:12]=2[CH3:19])[N:8]=[C:7]([C:20]([O:22][CH3:23])=[O:21])[C:6]=1[Cl:24]. The catalyst class is: 5. (4) Reactant: [C:1]([NH:9][NH:10][C:11]([CH:13]1[CH2:18][CH2:17][N:16]([C:19]([O:21][C:22]([CH3:25])([CH3:24])[CH3:23])=[O:20])[CH2:15][CH2:14]1)=[O:12])(=O)[C:2]1[CH:7]=[CH:6][CH:5]=[CH:4][CH:3]=1.C1COCC1.C1(C)C(S(Cl)(=O)=O)=CC=CC=1. Product: [C:2]1([C:1]2[O:12][C:11]([CH:13]3[CH2:18][CH2:17][N:16]([C:19]([O:21][C:22]([CH3:25])([CH3:24])[CH3:23])=[O:20])[CH2:15][CH2:14]3)=[N:10][N:9]=2)[CH:7]=[CH:6][CH:5]=[CH:4][CH:3]=1. The catalyst class is: 66. (5) Reactant: C(N(CC)C(=O)OC[N:7]1[CH:11]=[C:10]([C:12]2[C:23](=[O:24])[N:22]([CH:25]([CH3:27])[CH3:26])[C:15]3[N:16]=[C:17]([NH2:21])[N:18]=[C:19]([CH3:20])[C:14]=3[CH:13]=2)[N:9]=[N:8]1)C.[OH-].[Na+]. Product: [NH2:21][C:17]1[N:18]=[C:19]([CH3:20])[C:14]2[CH:13]=[C:12]([C:10]3[N:9]=[N:8][NH:7][CH:11]=3)[C:23](=[O:24])[N:22]([CH:25]([CH3:26])[CH3:27])[C:15]=2[N:16]=1. The catalyst class is: 5. (6) Reactant: I[C:2]1[CH:7]=[CH:6][C:5]([C:8]([F:11])([F:10])[F:9])=[CH:4][CH:3]=1.C([O-])([O-])=O.[K+].[K+].CC([O-])=O.[K+].[CH:23]12[CH2:29][CH:26](CC1)C=C2.[C:30]([O:34][CH3:35])(=[O:33])[CH:31]=[CH2:32].I[CH2:37][CH2:38][CH3:39].[O-]S([O-])(=S)=O.[Na+].[Na+]. Product: [CH3:35][O:34][C:30](=[O:33])[CH:31]=[CH:32][C:2]1[C:7]([CH2:37][CH2:38][CH3:39])=[CH:6][C:5]([C:8]([F:11])([F:10])[F:9])=[CH:4][C:3]=1[CH2:23][CH2:29][CH3:26]. The catalyst class is: 416. (7) Reactant: C([O:5][C:6](=[O:15])[C:7]1[CH:12]=[C:11]([CH3:13])[N:10]=[C:9]([CH3:14])[CH:8]=1)(C)(C)C.[ClH:16]. Product: [ClH:16].[CH3:13][C:11]1[CH:12]=[C:7]([CH:8]=[C:9]([CH3:14])[N:10]=1)[C:6]([OH:15])=[O:5]. The catalyst class is: 32. (8) Reactant: [Br-].[PH4+].C1([C:9](C2C=CC=CC=2)(C2C=CC=CC=2)[CH2:10][O:11][C:12](=[O:17])[CH2:13][CH2:14][CH2:15][CH3:16])C=CC=CC=1.[H-].[Na+].[CH3:32][C:33]1[CH:48]=[CH:47][CH:46]=[C:45]([CH3:49])[C:34]=1[CH2:35][O:36][C:37]1[CH:38]=[C:39]([CH:42]=[CH:43][CH:44]=1)[CH:40]=O.O. Product: [CH2:10]([O:11][C:12](=[O:17])[CH2:13][CH2:14][CH2:15][CH:16]=[CH:40][C:39]1[CH:42]=[CH:43][CH:44]=[C:37]([O:36][CH2:35][C:34]2[C:33]([CH3:32])=[CH:48][CH:47]=[CH:46][C:45]=2[CH3:49])[CH:38]=1)[CH3:9]. The catalyst class is: 16. (9) Reactant: FC(F)(F)S(O[C:7]1[CH:16]=[CH:15][C:14]2[C:9](=[CH:10][CH:11]=[CH:12][CH:13]=2)[C:8]=1[C:17]([O:19][CH3:20])=[O:18])(=O)=O.[CH:23]1([B-](F)(F)F)[CH2:25][CH2:24]1.[K+].C1(P(C2CCCCC2)C2C=CC=CC=2C2C(C(C)C)=CC(C(C)C)=CC=2C(C)C)CCCCC1.C([O-])([O-])=O.[K+].[K+]. Product: [CH:23]1([C:7]2[CH:16]=[CH:15][C:14]3[C:9](=[CH:10][CH:11]=[CH:12][CH:13]=3)[C:8]=2[C:17]([O:19][CH3:20])=[O:18])[CH2:25][CH2:24]1. The catalyst class is: 167.